Dataset: Full USPTO retrosynthesis dataset with 1.9M reactions from patents (1976-2016). Task: Predict the reactants needed to synthesize the given product. Given the product [O:42]1[CH:5]=[CH:6][CH:7]=[C:2]1[C:1]([CH:9]1[CH2:15][CH2:14][O:13][C:12]2[CH:16]=[C:17]([N:20]3[CH2:24][C@H:23]([CH2:25][NH:26][C:27](=[O:29])[CH3:28])[O:22][C:21]3=[O:30])[CH:18]=[CH:19][C:11]=2[C:10]1=[O:31])=[O:8], predict the reactants needed to synthesize it. The reactants are: [C:1]([CH:9]1[CH2:15][CH2:14][O:13][C:12]2[CH:16]=[C:17]([N:20]3[CH2:24][C@H:23]([CH2:25][NH:26][C:27](=[O:29])[CH3:28])[O:22][C:21]3=[O:30])[CH:18]=[CH:19][C:11]=2[C:10]1=[O:31])(=[O:8])[C:2]1[CH:7]=[CH:6][CH:5]=CC=1.[Li+].C[Si]([N-][Si](C)(C)C)(C)C.[O:42]1C=CC=C1C(Cl)=O.[Cl-].[NH4+].